This data is from Catalyst prediction with 721,799 reactions and 888 catalyst types from USPTO. The task is: Predict which catalyst facilitates the given reaction. (1) Reactant: [C:9](O[C:9]([O:11][C:12]([CH3:15])([CH3:14])[CH3:13])=[O:10])([O:11][C:12]([CH3:15])([CH3:14])[CH3:13])=[O:10].[OH:16][CH:17]1[CH2:22][CH2:21][NH:20][CH2:19][CH2:18]1.C(N(CC)CC)C. Product: [C:12]([O:11][C:9]([N:20]1[CH2:21][CH2:22][CH:17]([OH:16])[CH2:18][CH2:19]1)=[O:10])([CH3:13])([CH3:14])[CH3:15]. The catalyst class is: 4. (2) Reactant: [C:1]1([CH2:7][O:8][C:9]2[CH:10]=[C:11]3[C:15](=[CH:16][CH:17]=2)[N:14]([S:18]([C:21]2[CH:26]=[CH:25][CH:24]=[CH:23][CH:22]=2)(=[O:20])=[O:19])[CH:13]=[CH:12]3)[CH:6]=[CH:5][CH:4]=[CH:3][CH:2]=1.[CH2:27]([Li])[CH2:28][CH2:29]C.ICCC.O. Product: [C:1]1([CH2:7][O:8][C:9]2[CH:10]=[C:11]3[C:15](=[CH:16][CH:17]=2)[N:14]([S:18]([C:21]2[CH:26]=[CH:25][CH:24]=[CH:23][CH:22]=2)(=[O:20])=[O:19])[C:13]([CH2:27][CH2:28][CH3:29])=[CH:12]3)[CH:2]=[CH:3][CH:4]=[CH:5][CH:6]=1. The catalyst class is: 49. (3) Reactant: [N:1]1([C:14]([O:16][C:17]([CH3:20])([CH3:19])[CH3:18])=[O:15])[CH2:10][C:9]2[C:4](=[CH:5][CH:6]=[CH:7][CH:8]=2)[CH2:3][C@@H:2]1[C:11]([OH:13])=[O:12].C(N(CC)CC)C.C(Cl)CCl.O[N:33]1[C:37](=[O:38])[CH2:36][CH2:35][C:34]1=[O:39]. Product: [O:39]=[C:34]1[CH2:35][CH2:36][C:37](=[O:38])[N:33]1[O:12][C:11]([C@H:2]1[CH2:3][C:4]2[C:9](=[CH:8][CH:7]=[CH:6][CH:5]=2)[CH2:10][N:1]1[C:14]([O:16][C:17]([CH3:20])([CH3:19])[CH3:18])=[O:15])=[O:13]. The catalyst class is: 34. (4) Reactant: [N:1]1[CH:6]=[CH:5][C:4]([C:7]2[C:8]([C:16]3[CH:17]=[C:18]([NH2:22])[CH:19]=[CH:20][CH:21]=3)=[N:9][N:10]3[CH2:15][CH2:14][CH2:13][S:12][C:11]=23)=[CH:3][CH:2]=1.[CH3:23][C:24]1[CH:29]=[CH:28][C:27]([S:30]([N:33]=[C:34]=[O:35])(=[O:32])=[O:31])=[CH:26][CH:25]=1. Product: [CH3:23][C:24]1[CH:29]=[CH:28][C:27]([S:30]([NH:33][C:34]([NH:22][C:18]2[CH:19]=[CH:20][CH:21]=[C:16]([C:8]3[C:7]([C:4]4[CH:5]=[CH:6][N:1]=[CH:2][CH:3]=4)=[C:11]4[S:12][CH2:13][CH2:14][CH2:15][N:10]4[N:9]=3)[CH:17]=2)=[O:35])(=[O:32])=[O:31])=[CH:26][CH:25]=1. The catalyst class is: 4. (5) Reactant: [Si:1]([O:8][C@@H:9]([CH3:14])[C:10](OC)=[O:11])([C:4]([CH3:7])([CH3:6])[CH3:5])([CH3:3])[CH3:2].[BH4-].[Li+]. Product: [Si:1]([O:8][C@@H:9]([CH3:14])[CH2:10][OH:11])([C:4]([CH3:7])([CH3:6])[CH3:5])([CH3:3])[CH3:2]. The catalyst class is: 1. (6) Reactant: C(=O)([O-])[O-].[Ca+2:5].[P:6]([O-:10])([O-:9])([O-:8])=[O:7].[Ca+2].[Ca+2]. Product: [O-:8][P:6]([O-:10])([O-:9])=[O:7].[O-:8][P:6]([O-:10])([O-:9])=[O:7].[Ca+2:5].[Ca+2:5].[Ca+2:5]. The catalyst class is: 8. (7) Reactant: [NH2:1][C:2]1[CH:3]=[C:4](/[CH:24]=[C:25]2/[C:26]([NH:31][CH3:32])=[N:27][C:28](=[O:30])[S:29]/2)[CH:5]=[CH:6][C:7]=1[O:8][CH2:9][C:10]1[CH:15]=[CH:14][C:13]([C:16]([F:19])([F:18])[F:17])=[CH:12][C:11]=1[C:20]([F:23])([F:22])[F:21].[C:33](OC(=O)C)(=[O:35])[CH3:34]. Product: [F:23][C:20]([F:21])([F:22])[C:11]1[CH:12]=[C:13]([C:16]([F:17])([F:18])[F:19])[CH:14]=[CH:15][C:10]=1[CH2:9][O:8][C:7]1[CH:6]=[CH:5][C:4](/[CH:24]=[C:25]2/[C:26]([NH:31][CH3:32])=[N:27][C:28](=[O:30])[S:29]/2)=[CH:3][C:2]=1[NH:1][C:33](=[O:35])[CH3:34]. The catalyst class is: 17.